From a dataset of Reaction yield outcomes from USPTO patents with 853,638 reactions. Predict the reaction yield, written as a fraction of the theoretical maximum amount of product (1.0 means a 100% yield; for example, 0.34 means a 34% yield). The reactants are [CH2:1]([N:8]([CH2:18][C:19]([O:21]CC)=O)[C:9](=[O:17])[CH2:10][CH2:11][C:12]([O:14][CH2:15][CH3:16])=[O:13])[C:2]1[CH:7]=[CH:6][CH:5]=[CH:4][CH:3]=1.C(O)C.[Na].C(O)(=O)C. The catalyst is O1CCOCC1.C(OCC)(=O)C. The product is [CH2:1]([N:8]1[CH2:18][C:19]([OH:21])=[C:11]([C:12]([O:14][CH2:15][CH3:16])=[O:13])[CH2:10][C:9]1=[O:17])[C:2]1[CH:7]=[CH:6][CH:5]=[CH:4][CH:3]=1. The yield is 0.400.